This data is from Full USPTO retrosynthesis dataset with 1.9M reactions from patents (1976-2016). The task is: Predict the reactants needed to synthesize the given product. Given the product [C:10]([CH2:12][C:13]([C:3]1[C:4]2[C:9](=[CH:8][CH:7]=[CH:6][CH:5]=2)[NH:1][CH:2]=1)=[O:14])#[N:11], predict the reactants needed to synthesize it. The reactants are: [NH:1]1[C:9]2[C:4](=[CH:5][CH:6]=[CH:7][CH:8]=2)[CH:3]=[CH:2]1.[C:10]([CH2:12][C:13]([O-])=[O:14])#[N:11].[K+].CS(Cl)(=O)=O.C(=O)([O-])[O-].[Na+].[Na+].